From a dataset of Full USPTO retrosynthesis dataset with 1.9M reactions from patents (1976-2016). Predict the reactants needed to synthesize the given product. (1) Given the product [OH:2][C:3]1[CH:4]=[C:5]([CH:19]=[CH:20][C:21]=1[OH:22])[CH2:6][NH:7][CH2:8][C:9]1[CH:14]=[CH:13][C:12]([OH:15])=[C:11]([OH:17])[CH:10]=1, predict the reactants needed to synthesize it. The reactants are: C[O:2][C:3]1[CH:4]=[C:5]([CH:19]=[CH:20][C:21]=1[O:22]C)[CH2:6][NH:7][CH2:8][C:9]1[CH:14]=[CH:13][C:12]([O:15]C)=[C:11]([O:17]C)[CH:10]=1.Br.C(=O)([O-])O.[Na+]. (2) Given the product [CH3:31][N:29]1[CH:30]=[C:26]([CH2:25][N:22]2[CH2:21][CH2:20][N:19]([C:14]3[C:13]([C:5]4[CH:6]=[CH:7][C:2]([Cl:1])=[C:3]([F:11])[CH:4]=4)=[N:18][CH:17]=[CH:16][N:15]=3)[CH2:24][CH2:23]2)[C:27]([CH3:32])=[N:28]1, predict the reactants needed to synthesize it. The reactants are: [Cl:1][C:2]1[CH:7]=[CH:6][C:5](B(O)O)=[CH:4][C:3]=1[F:11].Cl[C:13]1[C:14]([N:19]2[CH2:24][CH2:23][N:22]([CH2:25][C:26]3[C:27]([CH3:32])=[N:28][N:29]([CH3:31])[CH:30]=3)[CH2:21][CH2:20]2)=[N:15][CH:16]=[CH:17][N:18]=1.C(=O)([O-])[O-].[K+].[K+].O. (3) Given the product [CH3:23][C:21]([OH:20])([CH3:22])[CH:19]([C:2]([CH3:3])=[CH2:1])[CH2:18][OH:17], predict the reactants needed to synthesize it. The reactants are: [CH2:1]=[C:2]([Mg]Br)[CH3:3].CSC.C([O:17][CH2:18][CH:19]1[C:21]([CH3:23])([CH3:22])[O:20]1)(=O)C1C=CC=CC=1.